Dataset: Forward reaction prediction with 1.9M reactions from USPTO patents (1976-2016). Task: Predict the product of the given reaction. (1) Given the reactants [F:1][C:2]1[CH:7]=[CH:6][C:5]([C@@H:8]2[CH2:12][N:11]([S:13]([C:16]3[N:17]=[CH:18][N:19]([CH3:21])[CH:20]=3)(=[O:15])=[O:14])[CH2:10][C@H:9]2[OH:22])=[CH:4][CH:3]=1.CC(OI1(OC(C)=O)(OC(C)=O)OC(=O)C2C=CC=CC1=2)=O, predict the reaction product. The product is: [F:1][C:2]1[CH:7]=[CH:6][C:5]([CH:8]2[CH2:12][N:11]([S:13]([C:16]3[N:17]=[CH:18][N:19]([CH3:21])[CH:20]=3)(=[O:15])=[O:14])[CH2:10][C:9]2=[O:22])=[CH:4][CH:3]=1. (2) Given the reactants [Cl-].O[NH3+:3].[C:4](=[O:7])([O-])[OH:5].[Na+].CS(C)=O.[Si]([O:20][CH2:21][C:22]([CH3:55])([CH3:54])[CH:23]([OH:53])[CH2:24][N:25]1[C:30](=[O:31])[C:29]2[CH:32]=[C:33]([CH2:35][CH3:36])[S:34][C:28]=2[N:27]([CH2:37][C:38]2[CH:43]=[CH:42][C:41]([C:44]3[C:45]([C:50]#[N:51])=[CH:46][CH:47]=[CH:48][CH:49]=3)=[CH:40][CH:39]=2)[C:26]1=[O:52])(C(C)(C)C)(C)C, predict the reaction product. The product is: [OH:53][CH:23]([C:22]([CH3:55])([CH3:54])[CH2:21][OH:20])[CH2:24][N:25]1[C:30](=[O:31])[C:29]2[CH:32]=[C:33]([CH2:35][CH3:36])[S:34][C:28]=2[N:27]([CH2:37][C:38]2[CH:43]=[CH:42][C:41]([C:44]3[CH:49]=[CH:48][CH:47]=[CH:46][C:45]=3[C:50]3[NH:3][C:4](=[O:7])[O:5][N:51]=3)=[CH:40][CH:39]=2)[C:26]1=[O:52]. (3) Given the reactants [CH3:1][C:2]([CH3:42])([CH2:38][CH2:39][CH2:40][CH3:41])[C:3]([NH:5][CH2:6][C@H:7]([OH:37])[C@@H:8]([NH:29]C(=O)OC(C)(C)C)[CH2:9][C@H:10]([CH2:14][C:15]1[CH:23]=[C:22]2[C:18]([CH:19]=[N:20][N:21]2[CH2:24][CH2:25][CH2:26][O:27][CH3:28])=[CH:17][CH:16]=1)[CH:11]([CH3:13])[CH3:12])=[O:4], predict the reaction product. The product is: [NH2:29][C@@H:8]([CH2:9][C@H:10]([CH2:14][C:15]1[CH:23]=[C:22]2[C:18]([CH:19]=[N:20][N:21]2[CH2:24][CH2:25][CH2:26][O:27][CH3:28])=[CH:17][CH:16]=1)[CH:11]([CH3:13])[CH3:12])[C@@H:7]([OH:37])[CH2:6][NH:5][C:3](=[O:4])[C:2]([CH3:42])([CH3:1])[CH2:38][CH2:39][CH2:40][CH3:41]. (4) Given the reactants Cl[C:2]1[N:7]=[C:6]([C:8]#[C:9][C:10]2[CH:15]=[CH:14][CH:13]=[CH:12][C:11]=2[CH2:16][C:17]([O:19][CH3:20])=[O:18])[C:5]([CH3:21])=[CH:4][N:3]=1.[NH2:22][C:23]1[CH:24]=[CH:25][C:26]([CH:29]2[CH2:34][CH2:33][N:32]([C:35]([O:37][C:38]([CH3:41])([CH3:40])[CH3:39])=[O:36])[CH2:31][CH2:30]2)=[N:27][CH:28]=1.C([O-])([O-])=O.[Cs+].[Cs+].CC1(C)C2C(=C(P(C3C=CC=CC=3)C3C=CC=CC=3)C=CC=2)OC2C(P(C3C=CC=CC=3)C3C=CC=CC=3)=CC=CC1=2, predict the reaction product. The product is: [CH3:20][O:19][C:17](=[O:18])[CH2:16][C:11]1[CH:12]=[CH:13][CH:14]=[CH:15][C:10]=1[C:9]#[C:8][C:6]1[C:5]([CH3:21])=[CH:4][N:3]=[C:2]([NH:22][C:23]2[CH:24]=[CH:25][C:26]([CH:29]3[CH2:34][CH2:33][N:32]([C:35]([O:37][C:38]([CH3:41])([CH3:40])[CH3:39])=[O:36])[CH2:31][CH2:30]3)=[N:27][CH:28]=2)[N:7]=1. (5) Given the reactants [Cl:1][C:2]1[C:7]([Cl:8])=[CH:6][CH:5]=[CH:4][C:3]=1[N:9]1[CH2:14][CH2:13][N:12]([CH2:15][CH2:16][CH2:17][CH2:18][OH:19])[CH2:11][CH2:10]1.O=CCCCNC(=O)C1C=CC=CC=1, predict the reaction product. The product is: [Cl:1][C:2]1[C:7]([Cl:8])=[CH:6][CH:5]=[CH:4][C:3]=1[N:9]1[CH2:10][CH2:11][N:12]([CH2:15][CH2:16][CH2:17][CH:18]=[O:19])[CH2:13][CH2:14]1. (6) Given the reactants [Br:1][C:2]1[CH:3]=[C:4]([C:9]([F:12])([F:11])[F:10])[C:5]([NH2:8])=[N:6][CH:7]=1.Cl[CH2:14][C:15](=O)[CH3:16], predict the reaction product. The product is: [Br:1][C:2]1[CH:3]=[C:4]([C:9]([F:12])([F:10])[F:11])[C:5]2[N:6]([CH:14]=[C:15]([CH3:16])[N:8]=2)[CH:7]=1. (7) Given the reactants [CH2:1]([CH:8]1[C:17]2[C:12](=[CH:13][CH:14]=[C:15]([O:18][CH2:19][CH2:20][NH:21][S:22]([CH2:25][CH:26]3[CH2:28][CH2:27]3)(=[O:24])=[O:23])[CH:16]=2)[CH2:11][CH2:10][CH:9]1[NH:29][C:30](=O)OCC)[C:2]1[CH:7]=[CH:6][CH:5]=[CH:4][CH:3]=1.[H-].[H-].[H-].[H-].[Li+].[Al+3].[OH-].[Na+].CC(O)C.[ClH:47], predict the reaction product. The product is: [ClH:47].[CH2:1]([CH:8]1[C:17]2[CH:16]=[C:15]([O:18][CH2:19][CH2:20][NH:21][S:22]([CH2:25][CH:26]3[CH2:28][CH2:27]3)(=[O:24])=[O:23])[CH:14]=[CH:13][C:12]=2[CH2:11][CH2:10][CH:9]1[NH:29][CH3:30])[C:2]1[CH:7]=[CH:6][CH:5]=[CH:4][CH:3]=1. (8) Given the reactants C[O:2][C:3]1[CH:8]=[CH:7][C:6]([N:9]2[CH2:14][CH2:13][N:12]([C:15]3[CH:20]=[CH:19][C:18]([N:21]4[C:25](=[O:26])[N:24]([CH2:27][CH2:28][CH2:29][CH2:30][CH2:31][CH2:32][C:33]5[CH:38]=[CH:37][CH:36]=[CH:35][CH:34]=5)[N:23]=[CH:22]4)=[CH:17][CH:16]=3)[CH2:11][CH2:10]2)=[CH:5][CH:4]=1, predict the reaction product. The product is: [OH:2][C:3]1[CH:8]=[CH:7][C:6]([N:9]2[CH2:10][CH2:11][N:12]([C:15]3[CH:16]=[CH:17][C:18]([N:21]4[C:25](=[O:26])[N:24]([CH2:27][CH2:28][CH2:29][CH2:30][CH2:31][CH2:32][C:33]5[CH:34]=[CH:35][CH:36]=[CH:37][CH:38]=5)[N:23]=[CH:22]4)=[CH:19][CH:20]=3)[CH2:13][CH2:14]2)=[CH:5][CH:4]=1.